Dataset: Reaction yield outcomes from USPTO patents with 853,638 reactions. Task: Predict the reaction yield, written as a fraction of the theoretical maximum amount of product (1.0 means a 100% yield; for example, 0.34 means a 34% yield). (1) The reactants are [Cl-].[CH3:2][S+](C)(C)=O.[H-].[Na+].[OH:9][C:10]1[C:17]([CH3:18])=[CH:16][CH:15]=[CH:14][C:11]=1[CH:12]=[O:13].O. The catalyst is C1COCC1. The product is [CH3:18][C:17]1[C:10]2[O:9][CH2:2][CH:12]([OH:13])[C:11]=2[CH:14]=[CH:15][CH:16]=1. The yield is 0.450. (2) The reactants are [CH:1]([C:4]1[CH:5]=[C:6]([C:10]2[N:15]=[CH:14][C:13]3[CH:16]=[N:17][N:18]([C:19]4[N:24]=[C:23]([N:25]5[CH2:30][CH2:29][CH2:28][C@H:27]([NH:31]C(=O)OC(C)(C)C)[CH2:26]5)[CH:22]=[CH:21][CH:20]=4)[C:12]=3[CH:11]=2)[CH:7]=[N:8][CH:9]=1)([CH3:3])[CH3:2]. The catalyst is C(Cl)Cl.C(O)(C(F)(F)F)=O. The product is [CH:1]([C:4]1[CH:5]=[C:6]([C:10]2[N:15]=[CH:14][C:13]3[CH:16]=[N:17][N:18]([C:19]4[N:24]=[C:23]([N:25]5[CH2:30][CH2:29][CH2:28][C@H:27]([NH2:31])[CH2:26]5)[CH:22]=[CH:21][CH:20]=4)[C:12]=3[CH:11]=2)[CH:7]=[N:8][CH:9]=1)([CH3:3])[CH3:2]. The yield is 0.370. (3) The reactants are [O:1]1[CH2:6][CH2:5][CH2:4][CH2:3][CH:2]1[O:7][C:8]1[CH:9]=[C:10]([CH:21]=[C:22]([O:24][CH:25]2[CH2:30][CH2:29][CH2:28][CH2:27][O:26]2)[CH:23]=1)[C:11](ON1C(=O)CCC1=O)=[O:12].Cl.[NH2:32][CH2:33][C@@H:34]([C:57]([O:59][CH3:60])=[O:58])[NH:35][C:36](=[O:56])[C:37]1[C:42]([Cl:43])=[CH:41][C:40]([C:44]([NH:46][CH2:47][C:48]2[CH:53]=[CH:52][CH:51]=[C:50]([OH:54])[CH:49]=2)=[O:45])=[CH:39][C:38]=1[Cl:55].C(N(CC)CC)C.C(OCC)(=O)C. The catalyst is CN(C)C=O. The product is [O:1]1[CH2:6][CH2:5][CH2:4][CH2:3][CH:2]1[O:7][C:8]1[CH:9]=[C:10]([CH:21]=[C:22]([O:24][CH:25]2[CH2:30][CH2:29][CH2:28][CH2:27][O:26]2)[CH:23]=1)[C:11]([NH:32][CH2:33][C@@H:34]([C:57]([O:59][CH3:60])=[O:58])[NH:35][C:36](=[O:56])[C:37]1[C:42]([Cl:43])=[CH:41][C:40]([C:44]([NH:46][CH2:47][C:48]2[CH:53]=[CH:52][CH:51]=[C:50]([OH:54])[CH:49]=2)=[O:45])=[CH:39][C:38]=1[Cl:55])=[O:12]. The yield is 0.520. (4) The reactants are [Cl:1][C:2]1[CH:3]=[C:4]([NH:9][C@H:10]([CH3:14])C(O)=O)[CH:5]=[CH:6][C:7]=1Cl.BrC1C=CC([C:22]([F:25])([F:24])[F:23])=C(Cl)C=1.BrCC[C:30]([O:32][C:33]([CH3:36])([CH3:35])[CH3:34])=[O:31]. No catalyst specified. The product is [C:33]([O:32][C:30](=[O:31])[CH2:14][CH2:10][NH:9][C:4]1[CH:5]=[CH:6][C:7]([C:22]([F:23])([F:24])[F:25])=[C:2]([Cl:1])[CH:3]=1)([CH3:36])([CH3:35])[CH3:34]. The yield is 0.530. (5) The reactants are [NH2:1][C:2]1[CH:7]=[CH:6][CH:5]=[CH:4][N:3]=1.[N:8]1[CH:13]=[C:12]([CH:14]=O)[CH:11]=[N:10][CH:9]=1. The yield is 0.998. The product is [N:8]1[CH:13]=[C:12]([CH:14]=[N:1][C:2]2[CH:7]=[CH:6][CH:5]=[CH:4][N:3]=2)[CH:11]=[N:10][CH:9]=1. The catalyst is C(Cl)(Cl)Cl. (6) The reactants are [CH:1]([C:3]1[CH:8]=[C:7](F)[CH:6]=[CH:5][C:4]=1[N+:10]([O-:12])=[O:11])=[CH2:2].[CH3:13][S:14]([C:17]1[N:22]=[CH:21][C:20]([OH:23])=[CH:19][CH:18]=1)(=[O:16])=[O:15].C(=O)([O-])[O-].[K+].[K+]. The catalyst is CN(C)C=O. The product is [CH:1]([C:3]1[CH:8]=[C:7]([CH:6]=[CH:5][C:4]=1[N+:10]([O-:12])=[O:11])[O:23][C:20]1[CH:19]=[CH:18][C:17]([S:14]([CH3:13])(=[O:16])=[O:15])=[N:22][CH:21]=1)=[CH2:2]. The yield is 0.790.